From a dataset of Reaction yield outcomes from USPTO patents with 853,638 reactions. Predict the reaction yield, written as a fraction of the theoretical maximum amount of product (1.0 means a 100% yield; for example, 0.34 means a 34% yield). The reactants are [CH3:1][C:2]1[C:6]([C:7]2[CH:8]=[CH:9][C:10]([CH3:17])=[C:11]([S:13](Cl)(=[O:15])=[O:14])[CH:12]=2)=[C:5]([CH3:18])[O:4][N:3]=1.[CH2:19]([NH2:29])[CH2:20][CH2:21][CH2:22][CH2:23][CH2:24][CH2:25][CH2:26][CH2:27][NH2:28]. The catalyst is N1C=CC=CC=1. The product is [CH2:27]([NH:28][S:13]([C:11]1[CH:12]=[C:7]([C:6]2[C:2]([CH3:1])=[N:3][O:4][C:5]=2[CH3:18])[CH:8]=[CH:9][C:10]=1[CH3:17])(=[O:14])=[O:15])[CH2:26][CH2:25][CH2:24][CH2:23][CH2:22][CH2:21][CH2:20][CH2:19][NH:29][S:13]([C:11]1[CH:12]=[C:7]([C:6]2[C:2]([CH3:1])=[N:3][O:4][C:5]=2[CH3:18])[CH:8]=[CH:9][C:10]=1[CH3:17])(=[O:15])=[O:14]. The yield is 0.0326.